From a dataset of Catalyst prediction with 721,799 reactions and 888 catalyst types from USPTO. Predict which catalyst facilitates the given reaction. (1) Reactant: [CH2:1]([NH:3][C:4]([N:18]1[CH2:22][CH:21]([CH2:23][CH3:24])[CH:20]=[N:19]1)=[N:5][S:6]([C:9]1[CH:10]=[C:11]2[C:15](=[CH:16][CH:17]=1)[NH:14][CH2:13][CH2:12]2)(=[O:8])=[O:7])[CH3:2]. Product: [CH2:1]([NH:3][C:4]([N:18]1[CH2:22][CH:21]([CH2:23][CH3:24])[CH:20]=[N:19]1)=[N:5][S:6]([C:9]1[CH:10]=[C:11]2[C:15](=[CH:16][CH:17]=1)[NH:14][CH:13]=[CH:12]2)(=[O:7])=[O:8])[CH3:2]. The catalyst class is: 787. (2) Reactant: [N+:1]([C:4]1[NH:8][N:7]=[C:6]([C:9]([O:11][CH3:12])=[O:10])[CH:5]=1)([O-:3])=[O:2].[CH3:13]N(C=O)C.C(=O)([O-])[O-].[K+].[K+].CI. Product: [CH3:12][O:11][C:9]([C:6]1[N:7]([CH3:13])[N:8]=[C:4]([N+:1]([O-:3])=[O:2])[CH:5]=1)=[O:10]. The catalyst class is: 6. (3) Reactant: [Br:1][C:2]1[CH:10]=[CH:9][C:8]([F:11])=[C:7]2[C:3]=1[C:4]1[CH2:15][CH2:14][O:13][C:12]([CH2:19][CH2:20][OH:21])([CH2:16][CH2:17][CH3:18])[C:5]=1[NH:6]2.N1C=CN=C1.[Si:27](Cl)([C:30]([CH3:33])([CH3:32])[CH3:31])([CH3:29])[CH3:28]. Product: [Br:1][C:2]1[CH:10]=[CH:9][C:8]([F:11])=[C:7]2[C:3]=1[C:4]1[CH2:15][CH2:14][O:13][C:12]([CH2:19][CH2:20][O:21][Si:27]([C:30]([CH3:33])([CH3:32])[CH3:31])([CH3:29])[CH3:28])([CH2:16][CH2:17][CH3:18])[C:5]=1[NH:6]2. The catalyst class is: 31.